Task: Predict the product of the given reaction.. Dataset: Forward reaction prediction with 1.9M reactions from USPTO patents (1976-2016) (1) Given the reactants C([O:3][C:4](=[O:33])[CH2:5][S:6][C:7]1[S:11][C:10]([NH:12][C:13]([N:15]([CH2:27][CH:28]2[CH2:32][CH2:31][CH2:30][CH2:29]2)[C:16]2[CH:21]=[CH:20][CH:19]=[C:18]([C:22](=[O:26])[NH:23][CH2:24][CH3:25])[CH:17]=2)=[O:14])=[N:9][CH:8]=1)C.C1(CN(C2C=CC(S(C)(=O)=O)=CC=2)C(=O)NC2SC=C(CC(O)=O)N=2)CCCC1.C1(CNC2C=C(C=CC=2)C(NCC)=O)CCCC1.C(OC(=O)CSC1SC(N)=NC=1)C, predict the reaction product. The product is: [CH:28]1([CH2:27][N:15]([C:16]2[CH:21]=[CH:20][CH:19]=[C:18]([C:22](=[O:26])[NH:23][CH2:24][CH3:25])[CH:17]=2)[C:13](=[O:14])[NH:12][C:10]2[S:11][C:7]([S:6][CH2:5][C:4]([OH:33])=[O:3])=[CH:8][N:9]=2)[CH2:32][CH2:31][CH2:30][CH2:29]1. (2) Given the reactants N.[N:2]([CH2:5][C@H:6]1[C@H:11]([C:12]2[CH:17]=[CH:16][C:15]([O:18][CH3:19])=[CH:14][CH:13]=2)[C@@H:10]([O:20][CH2:21][C:22]2[CH:23]=[CH:24][C:25]3[O:30][CH2:29][CH2:28][N:27]([CH2:31][CH2:32][CH2:33][O:34][CH3:35])[C:26]=3[CH:36]=2)[CH2:9][N:8]([C:37]([O:39][CH2:40][C:41]2[CH:46]=[CH:45][CH:44]=[CH:43][CH:42]=2)=[O:38])[CH2:7]1)=[N+]=[N-].C1(P(C2C=CC=CC=2)C2C=CC=CC=2)C=CC=CC=1, predict the reaction product. The product is: [NH2:2][CH2:5][C@H:6]1[C@H:11]([C:12]2[CH:13]=[CH:14][C:15]([O:18][CH3:19])=[CH:16][CH:17]=2)[C@@H:10]([O:20][CH2:21][C:22]2[CH:23]=[CH:24][C:25]3[O:30][CH2:29][CH2:28][N:27]([CH2:31][CH2:32][CH2:33][O:34][CH3:35])[C:26]=3[CH:36]=2)[CH2:9][N:8]([C:37]([O:39][CH2:40][C:41]2[CH:42]=[CH:43][CH:44]=[CH:45][CH:46]=2)=[O:38])[CH2:7]1. (3) Given the reactants [C:1]([NH:4][C@@H:5]1[CH2:10][C@H:9]([N:11]([CH:13]([CH3:15])[CH3:14])C)[CH2:8][CH2:7][C@@H:6]1[N:16]1[CH2:20][CH2:19][C@H:18]([NH:21][C:22](=O)OCC2C=CC=CC=2)[C:17]1=[O:32])(=[O:3])[CH3:2].ClC1[C:43]2[C:38](=[CH:39][CH:40]=[C:41]([C:44]([F:47])([F:46])[F:45])[CH:42]=2)[N:37]=[CH:36][N:35]=1.C(N(C(C)C)CC)(C)C.[CH3:57][OH:58], predict the reaction product. The product is: [CH:13]([NH:11][C@H:9]1[CH2:10][C@@H:5]([NH:4][C:1](=[O:3])[CH3:2])[C@@H:6]([N:16]2[CH2:20][CH2:19][C@H:18]([NH:21][C:22]3[C:39]4[C:38](=[CH:43][CH:42]=[C:41]([C:44]([F:45])([F:46])[F:47])[CH:40]=4)[N:37]=[CH:36][N:35]=3)[C:17]2=[O:32])[CH2:7][CH2:8]1)([CH3:14])[CH3:15].[C:57]([OH:3])([C:44]([F:47])([F:46])[F:45])=[O:58].